Dataset: Catalyst prediction with 721,799 reactions and 888 catalyst types from USPTO. Task: Predict which catalyst facilitates the given reaction. (1) The catalyst class is: 71. Reactant: [NH2:1][C:2]1([CH3:24])[CH2:7][CH2:6][CH2:5][N:4]([C:8]2[C:13]([Br:14])=[CH:12][N:11]=[C:10]3[NH:15][CH:16]=[C:17]([NH:18][C:19](=[O:23])[CH2:20][O:21][CH3:22])[C:9]=23)[CH2:3]1.[ClH:25]. Product: [ClH:25].[NH2:1][C:2]1([CH3:24])[CH2:7][CH2:6][CH2:5][N:4]([C:8]2[C:13]([Br:14])=[CH:12][N:11]=[C:10]3[NH:15][CH:16]=[C:17]([NH:18][C:19](=[O:23])[CH2:20][O:21][CH3:22])[C:9]=23)[CH2:3]1. (2) Reactant: [NH2:1][C@H:2]1[C:11]2[C:6](=[CH:7][CH:8]=[CH:9][CH:10]=2)[N:5]([C:12](=[O:14])[CH3:13])[C@@H:4]([CH3:15])[C@@H:3]1[CH3:16].CN(C1C(C2C(P(C3CCCCC3)C3CCCCC3)=CC=CC=2)=CC=CC=1)C.CC(C)([O-])C.[Na+].Br[C:52]1[CH:57]=[CH:56][CH:55]=[C:54]([O:58][CH3:59])[CH:53]=1. Product: [CH3:59][O:58][C:54]1[CH:53]=[C:52]([NH:1][C@H:2]2[C:11]3[C:6](=[CH:7][CH:8]=[CH:9][CH:10]=3)[N:5]([C:12](=[O:14])[CH3:13])[C@@H:4]([CH3:15])[C@@H:3]2[CH3:16])[CH:57]=[CH:56][CH:55]=1. The catalyst class is: 62. (3) Reactant: [F:1][C:2]1[CH:7]=[CH:6][C:5]([C:8](=O)[C:9]([F:12])([F:11])[F:10])=[CH:4][CH:3]=1.[C:14]([O:18][C:19](=[O:27])[CH2:20]OP(OC)OC)([CH3:17])([CH3:16])[CH3:15].CN(C)C(=N)N(C)C. Product: [C:14]([O:18][C:19](=[O:27])[CH:20]=[C:8]([C:5]1[CH:6]=[CH:7][C:2]([F:1])=[CH:3][CH:4]=1)[C:9]([F:12])([F:11])[F:10])([CH3:17])([CH3:16])[CH3:15]. The catalyst class is: 2.